Task: Regression. Given a peptide amino acid sequence and an MHC pseudo amino acid sequence, predict their binding affinity value. This is MHC class I binding data.. Dataset: Peptide-MHC class I binding affinity with 185,985 pairs from IEDB/IMGT (1) The peptide sequence is EMFIIKYFK. The MHC is HLA-B15:01 with pseudo-sequence HLA-B15:01. The binding affinity (normalized) is 0.0847. (2) The peptide sequence is EPFSRRHPL. The MHC is HLA-A30:01 with pseudo-sequence HLA-A30:01. The binding affinity (normalized) is 0.0847. (3) The peptide sequence is KFKRKLMYV. The MHC is HLA-A69:01 with pseudo-sequence HLA-A69:01. The binding affinity (normalized) is 0.0847. (4) The peptide sequence is LSANLFESQ. The MHC is HLA-B15:01 with pseudo-sequence HLA-B15:01. The binding affinity (normalized) is 0.648.